This data is from Peptide-MHC class I binding affinity with 185,985 pairs from IEDB/IMGT. The task is: Regression. Given a peptide amino acid sequence and an MHC pseudo amino acid sequence, predict their binding affinity value. This is MHC class I binding data. The peptide sequence is KVFFGPIYY. The MHC is HLA-B08:03 with pseudo-sequence HLA-B08:03. The binding affinity (normalized) is 0.0847.